This data is from Forward reaction prediction with 1.9M reactions from USPTO patents (1976-2016). The task is: Predict the product of the given reaction. (1) The product is: [CH:1]1([C:4]2[CH:9]=[CH:8][C:7]([C:22]3[N:31]=[CH:30][CH:29]=[C:28]4[C:23]=3[CH2:24][CH2:25][N:26]([S:32]([NH:35][C:36]3[S:40][N:39]=[CH:38][N:37]=3)(=[O:34])=[O:33])[CH2:27]4)=[C:6]([O:19][CH3:20])[CH:5]=2)[CH2:2][CH2:3]1. Given the reactants [CH:1]1([C:4]2[CH:9]=[CH:8][C:7](B3OC(C)(C)C(C)(C)O3)=[C:6]([O:19][CH3:20])[CH:5]=2)[CH2:3][CH2:2]1.Cl[C:22]1[N:31]=[CH:30][CH:29]=[C:28]2[C:23]=1[CH2:24][CH2:25][N:26]([S:32]([NH:35][C:36]1[S:40][N:39]=[CH:38][N:37]=1)(=[O:34])=[O:33])[CH2:27]2, predict the reaction product. (2) The product is: [Cl:1][C:2]1[CH:7]=[CH:6][C:5]([C:8]#[C:9][CH:10]2[CH2:11][CH2:12][N:13]([S:41]([CH3:40])(=[O:43])=[O:42])[CH2:14][CH2:15]2)=[CH:4][C:3]=1[C:16]1[N:25]=[CH:24][C:23]2[CH2:22][CH2:21][C:20]3[N:26]=[C:27]([NH:29][C:30](=[O:32])[CH3:31])[S:28][C:19]=3[C:18]=2[N:17]=1. Given the reactants [Cl:1][C:2]1[CH:7]=[CH:6][C:5]([C:8]#[C:9][CH:10]2[CH2:15][CH2:14][NH:13][CH2:12][CH2:11]2)=[CH:4][C:3]=1[C:16]1[N:25]=[CH:24][C:23]2[CH2:22][CH2:21][C:20]3[N:26]=[C:27]([NH:29][C:30](=[O:32])[CH3:31])[S:28][C:19]=3[C:18]=2[N:17]=1.C(N(CC)CC)C.[CH3:40][S:41](Cl)(=[O:43])=[O:42], predict the reaction product.